From a dataset of Reaction yield outcomes from USPTO patents with 853,638 reactions. Predict the reaction yield, written as a fraction of the theoretical maximum amount of product (1.0 means a 100% yield; for example, 0.34 means a 34% yield). (1) The reactants are Cl.[NH2:2][CH2:3][C:4]1[CH:13]=[CH:12][C:7]([C:8]([O:10][CH3:11])=[O:9])=[CH:6][CH:5]=1.Cl.[N:15]1([C:20](N)=[NH:21])C=CC=N1.CCN(C(C)C)C(C)C. The catalyst is C(O)C. The product is [OH2:9].[OH2:9].[CH3:11][O:10][C:8](=[O:9])[C:7]1[CH:6]=[CH:5][C:4]([CH2:3][NH:2][C:20]([NH2:21])=[NH:15])=[CH:13][CH:12]=1. The yield is 0.910. (2) The reactants are [CH3:1][C:2]1[CH:7]=[CH:6][N:5]=[C:4]([S:8][CH3:9])[N:3]=1.[Li+].C[Si]([N-][Si](C)(C)C)(C)C.[C:20](OCC1C=CC=CC=1)(=[O:22])[CH3:21]. The catalyst is C1COCC1. The product is [CH3:9][S:8][C:4]1[N:3]=[C:2]([CH2:1][C:20](=[O:22])[CH3:21])[CH:7]=[CH:6][N:5]=1. The yield is 0.500. (3) The reactants are [Cl:1][C:2]1[CH:21]=[C:20]([C:22]([F:25])([F:24])[F:23])[CH:19]=[CH:18][C:3]=1[CH2:4][N:5]1[C:9]([C:10](OCC)=[O:11])=[CH:8][C:7]([CH:15]2[CH2:17][CH2:16]2)=[N:6]1.[H-].C([Al+]CC(C)C)C(C)C.O.O.O.O.O.O.O.O.O.O.[O-]S([O-])(=O)=O.[Na+].[Na+]. The catalyst is O1CCCC1.C1(C)C=CC=CC=1. The product is [Cl:1][C:2]1[CH:21]=[C:20]([C:22]([F:25])([F:23])[F:24])[CH:19]=[CH:18][C:3]=1[CH2:4][N:5]1[C:9]([CH2:10][OH:11])=[CH:8][C:7]([CH:15]2[CH2:16][CH2:17]2)=[N:6]1. The yield is 0.840. (4) The reactants are [C:1]([C:3]1[CH:4]=[CH:5][C:6]([NH:9][C:10]([CH:12]2[NH:16][CH:15]([CH2:17][C:18]([CH3:21])([CH3:20])[CH3:19])[C:14]3([C:29]4[C:24](=[CH:25][C:26]([Cl:30])=[CH:27][CH:28]=4)[NH:23][C:22]3=[O:31])[CH:13]2[C:32]2[CH:37]=[CH:36][CH:35]=[C:34]([Cl:38])[C:33]=2[F:39])=[O:11])=[N:7][CH:8]=1)#[N:2].[OH:40]O.[OH-].[Na+]. The catalyst is CS(C)=O. The product is [C:1]([C:3]1[CH:4]=[CH:5][C:6]([NH:9][C:10]([CH:12]2[NH:16][CH:15]([CH2:17][C:18]([CH3:21])([CH3:20])[CH3:19])[C:14]3([C:29]4[C:24](=[CH:25][C:26]([Cl:30])=[CH:27][CH:28]=4)[NH:23][C:22]3=[O:31])[CH:13]2[C:32]2[CH:37]=[CH:36][CH:35]=[C:34]([Cl:38])[C:33]=2[F:39])=[O:11])=[N:7][CH:8]=1)(=[O:40])[NH2:2]. The yield is 0.400. (5) The reactants are Br[C:2]1[CH:7]=[CH:6][C:5]([F:8])=[CH:4][CH:3]=1.[P:9]([O-:16])([O:13][CH2:14][CH3:15])[O:10][CH2:11][CH3:12].C(N(CC)CC)C. The catalyst is [Pd].C1(P(C2C=CC=CC=2)C2C=CC=CC=2)C=CC=CC=1.C1(P(C2C=CC=CC=2)C2C=CC=CC=2)C=CC=CC=1.C1(P(C2C=CC=CC=2)C2C=CC=CC=2)C=CC=CC=1.C1(P(C2C=CC=CC=2)C2C=CC=CC=2)C=CC=CC=1.C(OCC)(=O)C. The product is [CH2:11]([O:10][P:9]([C:2]1[CH:7]=[CH:6][C:5]([F:8])=[CH:4][CH:3]=1)(=[O:16])[O:13][CH2:14][CH3:15])[CH3:12]. The yield is 0.940. (6) The reactants are [Cl:1][C:2]1[CH:7]=[C:6]([N+:8]([O-:10])=[O:9])[CH:5]=[CH:4][C:3]=1[CH2:11][CH:12]=O.[F:14][C:15]1[CH:22]=[CH:21][C:18]([CH2:19][NH2:20])=[CH:17][CH:16]=1.CO.[BH4-].[Na+]. The catalyst is C(O)(=O)C. The product is [Cl:1][C:2]1[CH:7]=[C:6]([N+:8]([O-:10])=[O:9])[CH:5]=[CH:4][C:3]=1[CH2:11][CH2:12][NH:20][CH2:19][C:18]1[CH:21]=[CH:22][C:15]([F:14])=[CH:16][CH:17]=1. The yield is 0.670. (7) The reactants are [H-].[Na+].[NH2:3][C:4]1[N:9]=[CH:8][C:7]([Br:10])=[CH:6][N:5]=1.[C:11](O[C:11]([O:13][C:14]([CH3:17])([CH3:16])[CH3:15])=[O:12])([O:13][C:14]([CH3:17])([CH3:16])[CH3:15])=[O:12]. The catalyst is C1COCC1. The product is [C:14]([O:13][C:11]([N:3]([C:11]([O:13][C:14]([CH3:17])([CH3:16])[CH3:15])=[O:12])[C:4]1[N:9]=[CH:8][C:7]([Br:10])=[CH:6][N:5]=1)=[O:12])([CH3:17])([CH3:16])[CH3:15]. The yield is 0.720.